This data is from Reaction yield outcomes from USPTO patents with 853,638 reactions. The task is: Predict the reaction yield, written as a fraction of the theoretical maximum amount of product (1.0 means a 100% yield; for example, 0.34 means a 34% yield). (1) The yield is 0.870. The reactants are [CH3:1][O:2][CH2:3][C@H:4]([O:6][C:7]1[N:12]=[C:11]([C:13]([NH:15][CH2:16][C:17]([F:20])([F:19])[F:18])=[O:14])[CH:10]=[C:9](SC)[N:8]=1)[CH3:5].O[O:24][S:25]([O-:27])=O.[K+].[CH3:29]COC(C)=O. The product is [CH3:1][O:2][CH2:3][C@H:4]([O:6][C:7]1[N:12]=[C:11]([C:13]([NH:15][CH2:16][C:17]([F:19])([F:20])[F:18])=[O:14])[CH:10]=[C:9]([S:25]([CH3:29])(=[O:27])=[O:24])[N:8]=1)[CH3:5]. The catalyst is C1COCC1.CO.O. (2) The reactants are Cl[C:2]1[C:7]([F:8])=[C:6](Cl)[N:5]=[C:4]([CH3:10])[N:3]=1.Cl.Cl.[CH3:13][C:14]1([N:18]2[CH2:22][CH2:21][CH2:20][CH2:19]2)[CH2:17][NH:16][CH2:15]1.CCN(C(C)C)C(C)C.O.[NH2:33][NH2:34]. The catalyst is CS(C)=O. The product is [F:8][C:7]1[C:2]([NH:33][NH2:34])=[N:3][C:4]([CH3:10])=[N:5][C:6]=1[N:16]1[CH2:17][C:14]([CH3:13])([N:18]2[CH2:22][CH2:21][CH2:20][CH2:19]2)[CH2:15]1. The yield is 0.710. (3) The reactants are [CH2:1]([C@@H:5]1[NH:10][CH2:9][C@H:8]([CH2:11][CH:12]([CH3:14])[CH3:13])[NH:7][C:6]1=[O:15])[CH:2]([CH3:4])[CH3:3].Br[CH2:17][C:18]1[CH:23]=[CH:22][C:21]([F:24])=[C:20]([C:25]([F:28])([F:27])[F:26])[CH:19]=1.FC1C=CC(CN2C[C@H](CC(C)C)NC(=O)[C@@H]2CC(C)C)=C(C(F)(F)F)C=1. No catalyst specified. The product is [F:24][C:21]1[CH:22]=[CH:23][C:18]([CH2:17][N:10]2[CH2:9][C@H:8]([CH2:11][CH:12]([CH3:14])[CH3:13])[NH:7][C:6](=[O:15])[C@@H:5]2[CH2:1][CH:2]([CH3:4])[CH3:3])=[CH:19][C:20]=1[C:25]([F:26])([F:27])[F:28]. The yield is 0.233. (4) The reactants are [Cl-].[NH4+:2].[C-:3]#N.[K+].[CH3:6][C:7]1([CH3:14])[CH2:12][CH2:11][C:10](=[O:13])[CH:9]=[CH:8]1.O. The catalyst is CN(C)C=O. The product is [CH3:6][C:7]1([CH3:14])[CH2:12][CH2:11][C:10](=[O:13])[CH2:9][CH:8]1[C:3]#[N:2]. The yield is 0.660. (5) The yield is 0.670. The product is [F:21][C:12]1[CH:11]=[CH:10][C:8]2[CH2:9][CH:5]([CH2:4][NH2:1])[O:6][C:7]=2[C:13]=1[C:14]1[CH:19]=[CH:18][CH:17]=[CH:16][C:15]=1[CH3:20]. The catalyst is O1CCCC1. The reactants are [N:1]([CH2:4][CH:5]1[CH2:9][C:8]2[CH:10]=[CH:11][C:12]([F:21])=[C:13]([C:14]3[CH:19]=[CH:18][CH:17]=[CH:16][C:15]=3[CH3:20])[C:7]=2[O:6]1)=[N+]=[N-].C1(P(C2C=CC=CC=2)C2C=CC=CC=2)C=CC=CC=1. (6) The reactants are [N+:1]([C:4]1[CH:14]=[CH:13][CH:12]=[C:6]2[C:7]([O:9][C:10](=[O:11])[C:5]=12)=O)([O-:3])=[O:2].[NH2:15][CH2:16][CH2:17][CH2:18][CH2:19][CH2:20][C:21]([OH:23])=[O:22]. No catalyst specified. The product is [N+:1]([C:4]1[CH:14]=[CH:13][CH:12]=[C:6]2[C:7]([N:15]([CH2:16][CH2:17][CH2:18][CH2:19][CH2:20][C:21]([OH:23])=[O:22])[C:10](=[O:11])[C:5]=12)=[O:9])([O-:3])=[O:2]. The yield is 0.950. (7) The reactants are [Br:1][C:2]1[CH:7]=[CH:6][C:5]([OH:8])=[C:4]([N+:9]([O-:11])=[O:10])[CH:3]=1.[CH2:12](Br)[C:13]1[CH:18]=[CH:17][CH:16]=[CH:15][CH:14]=1.C([O-])([O-])=O.[K+].[K+]. The catalyst is CC(C)=O. The product is [CH2:12]([O:8][C:5]1[CH:6]=[CH:7][C:2]([Br:1])=[CH:3][C:4]=1[N+:9]([O-:11])=[O:10])[C:13]1[CH:18]=[CH:17][CH:16]=[CH:15][CH:14]=1. The yield is 0.960. (8) The reactants are C(OC(NC1C(=O)N2C(CC(O[Si](C(C)(C)C)(C)C)C2)C(=O)NC2(C(O)=O)C(C2)C=CCCCCC1)=O)(C)(C)C.[C:41]([O:45][C:46](=[O:86])[NH:47][CH:48]1[C:66](=[O:67])[N:65]2[CH:61]([CH2:62][CH:63]([O:68][Si:69]([C:72]([CH3:75])([CH3:74])[CH3:73])([CH3:71])[CH3:70])[CH2:64]2)[C:60](=[O:76])[NH:59][C:58]2([C:77]([NH:79][S:80]([CH:83]3[CH2:85][CH2:84]3)(=[O:82])=[O:81])=[O:78])[CH:56]([CH2:57]2)[CH:55]=[CH:54][CH2:53][CH2:52][CH2:51][CH2:50][CH2:49]1)([CH3:44])([CH3:43])[CH3:42].C1N=CN(C(N2C=NC=C2)=O)C=1. The catalyst is C1COCC1. The product is [C:41]([O:45][C:46](=[O:86])[NH:47][CH:48]1[C:66](=[O:67])[N:65]2[CH:61]([CH2:62][CH:63]([O:68][Si:69]([C:72]([CH3:75])([CH3:74])[CH3:73])([CH3:71])[CH3:70])[CH2:64]2)[C:60](=[O:76])[NH:59][C:58]2([C:77]([NH:79][S:80]([CH:83]3[CH2:84][CH2:85]3)(=[O:82])=[O:81])=[O:78])[CH:56]([CH2:57]2)[CH:55]=[CH:54][CH2:53][CH2:52][CH2:51][CH2:50][CH2:49]1)([CH3:42])([CH3:43])[CH3:44]. The yield is 0.510. (9) The reactants are [N+:1]([CH3:4])([O-:3])=[O:2].C[O:6][CH:7](OC)[CH2:8][CH2:9][CH2:10][CH:11]=O. The catalyst is CCOC(C)=O.CCCCCC. The product is [N+:1](/[CH:4]=[CH:11]/[CH2:10][CH2:9][CH2:8][CH:7]=[O:6])([O-:3])=[O:2]. The yield is 0.660. (10) The reactants are Br[C:2]1[CH:7]=[CH:6][C:5]([N:8]2[CH2:12][C@H:11]([CH2:13][OH:14])[O:10][C:9]2=[O:15])=[CH:4][C:3]=1[F:16].[B:17]1([B:17]2[O:21][C:20]([CH3:23])([CH3:22])[C:19]([CH3:25])([CH3:24])[O:18]2)[O:21][C:20]([CH3:23])([CH3:22])[C:19]([CH3:25])([CH3:24])[O:18]1.C([O-])(=O)C.[K+].O. The catalyst is O1CCOCC1.Cl[Pd](Cl)([P](C1C=CC=CC=1)(C1C=CC=CC=1)C1C=CC=CC=1)[P](C1C=CC=CC=1)(C1C=CC=CC=1)C1C=CC=CC=1. The product is [F:16][C:3]1[CH:4]=[C:5]([N:8]2[CH2:12][C@H:11]([CH2:13][OH:14])[O:10][C:9]2=[O:15])[CH:6]=[CH:7][C:2]=1[B:17]1[O:21][C:20]([CH3:23])([CH3:22])[C:19]([CH3:25])([CH3:24])[O:18]1. The yield is 0.615.